This data is from Catalyst prediction with 721,799 reactions and 888 catalyst types from USPTO. The task is: Predict which catalyst facilitates the given reaction. (1) Reactant: [S:1]1[C:5]2[CH:6]=[CH:7][CH:8]=[CH:9][C:4]=2[CH:3]=[C:2]1[C:10]([OH:12])=[O:11].O[N:14]1[C:18](=[O:19])[CH2:17][CH2:16][C:15]1=[O:20].Cl.CN(C)CCCN=C=NCC. Product: [S:1]1[C:5]2[CH:6]=[CH:7][CH:8]=[CH:9][C:4]=2[CH:3]=[C:2]1[C:10]([O:12][N:14]1[C:18](=[O:19])[CH2:17][CH2:16][C:15]1=[O:20])=[O:11]. The catalyst class is: 2. (2) Reactant: [CH3:1][O:2][C:3]1[CH:4]=[C:5]([C:11](=[CH:15][C:16]2[CH:21]=[CH:20][C:19]([O:22][CH3:23])=[C:18]([O:24][CH3:25])[CH:17]=2)[C:12]([OH:14])=[O:13])[CH:6]=[CH:7][C:8]=1[O:9][CH3:10].[CH3:26]O. Product: [CH3:1][O:2][C:3]1[CH:4]=[C:5]([C:11](=[CH:15][C:16]2[CH:21]=[CH:20][C:19]([O:22][CH3:23])=[C:18]([O:24][CH3:25])[CH:17]=2)[C:12]([O:14][CH3:26])=[O:13])[CH:6]=[CH:7][C:8]=1[O:9][CH3:10]. The catalyst class is: 65. (3) Reactant: [CH3:1][C:2]1[CH:11]=[C:10]([CH2:12][O:13][CH:14]2[CH2:19][CH2:18][N:17](C(OC(C)(C)C)=O)[CH2:16][CH2:15]2)[C:9]2[C:4](=[CH:5][CH:6]=[CH:7][CH:8]=2)[N:3]=1.C(O)(C(F)(F)F)=O. Product: [CH3:1][C:2]1[CH:11]=[C:10]([CH2:12][O:13][CH:14]2[CH2:19][CH2:18][NH:17][CH2:16][CH2:15]2)[C:9]2[C:4](=[CH:5][CH:6]=[CH:7][CH:8]=2)[N:3]=1. The catalyst class is: 2. (4) Reactant: [CH:1]1[C:14]2[C:13](=O)[C:12]3[C:7](=CC=C[CH:11]=3)[C:6](=[O:16])[C:5]=2C=CC=1.[CH3:17]C(CC)=O. Product: [CH3:17][C:12]([CH3:11])=[CH:7][C:6]([CH:5]=[C:14]([CH3:13])[CH3:1])=[O:16]. The catalyst class is: 11.